This data is from Full USPTO retrosynthesis dataset with 1.9M reactions from patents (1976-2016). The task is: Predict the reactants needed to synthesize the given product. (1) The reactants are: [Cl-].[NH4+].[N+:3]([C:6]1[CH:11]=[CH:10][CH:9]=[CH:8][C:7]=1[S:12][C:13]1[CH:18]=[CH:17][N:16]=[CH:15][CH:14]=1)([O-])=O. Given the product [N:16]1[CH:15]=[CH:14][C:13]([S:12][C:7]2[CH:8]=[CH:9][CH:10]=[CH:11][C:6]=2[NH2:3])=[CH:18][CH:17]=1, predict the reactants needed to synthesize it. (2) The reactants are: [CH:1]1([NH2:4])[CH2:3][CH2:2]1.[OH:5][C:6]([C:8]([F:11])([F:10])[F:9])=[O:7].[CH2:12]([N:19]1[CH2:28][CH2:27][C:26]2[C:21](=[N:22][C:23](Cl)=[C:24]([N:29]3[CH2:34][CH2:33][CH:32]([O:35][C:36]4[CH:41]=[CH:40][C:39]([O:42][CH3:43])=[CH:38][C:37]=4[F:44])[CH2:31][CH2:30]3)[N:25]=2)[CH2:20]1)[C:13]1[CH:18]=[CH:17][CH:16]=[CH:15][CH:14]=1.CC(C)([O-])C.[Na+]. Given the product [CH2:12]([N:19]1[CH2:28][CH2:27][C:26]2[C:21](=[N:22][C:23]([NH:4][CH:1]3[CH2:3][CH2:2]3)=[C:24]([N:29]3[CH2:30][CH2:31][CH:32]([O:35][C:36]4[CH:41]=[CH:40][C:39]([O:42][CH3:43])=[CH:38][C:37]=4[F:44])[CH2:33][CH2:34]3)[N:25]=2)[CH2:20]1)[C:13]1[CH:18]=[CH:17][CH:16]=[CH:15][CH:14]=1.[C:6]([OH:7])([C:8]([F:11])([F:10])[F:9])=[O:5], predict the reactants needed to synthesize it. (3) The reactants are: [CH3:1][C:2]1([CH3:16])[CH2:7][C:6](=O)[CH2:5][CH2:4][N:3]1[CH2:9][C:10]1[CH:15]=[CH:14][CH:13]=[CH:12][CH:11]=1.[CH2:17]([CH2:19][NH2:20])[OH:18].C(O)(=O)C.[B-](OC(C)=O)(OC(C)=O)OC(C)=O.[Na+].C(=O)([O-])[O-].[K+].[K+]. Given the product [CH3:1][C:2]1([CH3:16])[CH2:7][CH:6]([NH:20][CH2:19][CH2:17][OH:18])[CH2:5][CH2:4][N:3]1[CH2:9][C:10]1[CH:15]=[CH:14][CH:13]=[CH:12][CH:11]=1, predict the reactants needed to synthesize it. (4) The reactants are: Br[C:2]1[CH:3]=[C:4]([CH:9]=[CH:10][C:11]=1[CH2:12][NH:13][C@@H:14]([CH2:17][CH3:18])[CH2:15][OH:16])[C:5]([O:7][CH3:8])=[O:6].C([O-])([O-])=O.[K+].[K+]. Given the product [CH2:17]([C@@H:14]1[NH:13][CH2:12][C:11]2[CH:10]=[CH:9][C:4]([C:5]([O:7][CH3:8])=[O:6])=[CH:3][C:2]=2[O:16][CH2:15]1)[CH3:18], predict the reactants needed to synthesize it. (5) The reactants are: Cl.[NH2:2][C:3]1[NH:7][CH:6]=[N:5][C:4]=1[C:8]([NH2:10])=[O:9].Cl[CH2:12][C:13]1[CH:18]=[C:17]([C:19]([F:22])([F:21])[F:20])[CH:16]=[C:15]([C:23]([F:26])([F:25])[F:24])[CH:14]=1. Given the product [NH2:2][C:3]1[N:7]([CH2:12][C:13]2[CH:14]=[C:15]([C:23]([F:25])([F:26])[F:24])[CH:16]=[C:17]([C:19]([F:20])([F:21])[F:22])[CH:18]=2)[CH:6]=[N:5][C:4]=1[C:8]([NH2:10])=[O:9], predict the reactants needed to synthesize it. (6) Given the product [CH2:1]([O:8][C:9]1[CH:10]=[C:11]2[C:15](=[CH:16][CH:17]=1)[N:14]([CH3:21])[CH:13]=[CH:12]2)[C:2]1[CH:3]=[CH:4][CH:5]=[CH:6][CH:7]=1, predict the reactants needed to synthesize it. The reactants are: [CH2:1]([O:8][C:9]1[CH:10]=[C:11]2[C:15](=[CH:16][CH:17]=1)[NH:14][CH:13]=[CH:12]2)[C:2]1[CH:7]=[CH:6][CH:5]=[CH:4][CH:3]=1.[H-].[Na+].O.[CH3:21]N(C=O)C. (7) Given the product [N:1]1([CH:7]([C:16]2[CH:17]=[CH:18][CH:19]=[CH:20][CH:21]=2)[CH:8]2[CH2:9][CH2:10][CH:11]([NH2:14])[CH2:12][CH2:13]2)[CH2:6][CH2:5][O:4][CH2:3][CH2:2]1, predict the reactants needed to synthesize it. The reactants are: [N:1]1([CH:7]([C:16]2[CH:21]=[CH:20][CH:19]=[CH:18][CH:17]=2)[CH:8]2[CH2:13][CH2:12][C:11](=[N:14]O)[CH2:10][CH2:9]2)[CH2:6][CH2:5][O:4][CH2:3][CH2:2]1.[H-].[Al+3].[Li+].[H-].[H-].[H-].O.[OH-].[Na+]. (8) Given the product [CH2:1]([O:8][C:9]1[C:10]([NH:16][C:17]2[S:18][CH:21]=[C:22]([CH2:23][CH2:24][C:25]([O:27][CH3:28])=[O:26])[N:19]=2)=[N:11][CH:12]=[C:13]([Br:15])[CH:30]=1)[C:2]1[CH:7]=[CH:6][CH:5]=[CH:4][CH:3]=1, predict the reactants needed to synthesize it. The reactants are: [CH2:1]([O:8][C:9]1[C:10]([NH:16][C:17]([NH2:19])=[S:18])=[N:11][CH:12]=[C:13]([Br:15])N=1)[C:2]1[CH:7]=[CH:6][CH:5]=[CH:4][CH:3]=1.Br[CH2:21][C:22](=O)[CH2:23][CH2:24][C:25]([O:27][CH3:28])=[O:26].[CH2:30](N(CC)CC)C. (9) Given the product [Cl:1][C:2]1[CH:3]=[C:4]([CH:23]=[CH:24][C:25]=1[Cl:26])[CH2:5][N:6]([CH3:22])[C:7]([C:9]1[CH2:10][N:11]([CH2:16][CH2:17][N:30]2[CH2:29][CH:28]([CH3:27])[O:33][CH:32]([CH3:34])[CH2:31]2)[C:12](=[O:15])[C:13]=1[OH:14])=[O:8], predict the reactants needed to synthesize it. The reactants are: [Cl:1][C:2]1[CH:3]=[C:4]([CH:23]=[CH:24][C:25]=1[Cl:26])[CH2:5][N:6]([CH3:22])[C:7]([C:9]1[CH2:10][N:11]([CH2:16][CH:17](OC)OC)[C:12](=[O:15])[C:13]=1[OH:14])=[O:8].[CH3:27][CH:28]1[O:33][CH:32]([CH3:34])[CH2:31][NH:30][CH2:29]1. (10) Given the product [CH2:8]([C:2]1[NH:1][C:24]2[CH2:25][O:20][CH2:21][C:22](=[O:27])[C:23]=2[CH:15]([C:14]2[CH:17]=[CH:18][C:11]([F:10])=[C:12]([I:19])[CH:13]=2)[C:3]=1[C:4]([O:6][CH3:7])=[O:5])[CH3:9], predict the reactants needed to synthesize it. The reactants are: [NH2:1][C:2]([CH2:8][CH3:9])=[CH:3][C:4]([O:6][CH3:7])=[O:5].[F:10][C:11]1[CH:18]=[CH:17][C:14]([CH:15]=O)=[CH:13][C:12]=1[I:19].[O:20]1[CH2:25][C:24](=O)[CH2:23][C:22](=[O:27])[CH2:21]1.